Dataset: Peptide-MHC class II binding affinity with 134,281 pairs from IEDB. Task: Regression. Given a peptide amino acid sequence and an MHC pseudo amino acid sequence, predict their binding affinity value. This is MHC class II binding data. The peptide sequence is KVSFEPIPIHYCAPAGFA. The MHC is HLA-DQA10301-DQB10302 with pseudo-sequence HLA-DQA10301-DQB10302. The binding affinity (normalized) is 0.224.